From a dataset of Catalyst prediction with 721,799 reactions and 888 catalyst types from USPTO. Predict which catalyst facilitates the given reaction. Reactant: [F:1][C:2]([F:15])([F:14])[C:3]1[CH:13]=[CH:12][C:6]([CH2:7][CH2:8][C:9](O)=[O:10])=[CH:5][CH:4]=1.CO.O. Product: [F:1][C:2]([F:14])([F:15])[C:3]1[CH:4]=[CH:5][C:6]([CH2:7][CH2:8][CH2:9][OH:10])=[CH:12][CH:13]=1. The catalyst class is: 1.